From a dataset of Drug-target binding data from BindingDB using Ki measurements. Regression. Given a target protein amino acid sequence and a drug SMILES string, predict the binding affinity score between them. We predict pKi (pKi = -log10(Ki in M); higher means stronger inhibition). Dataset: bindingdb_ki. (1) The drug is CC(=O)CC(c1ccccc1)c1c(O)c2ccccc2oc1=O. The target protein (Q8N0U8) has sequence MAAPVLLRVSVPRWERVARYAVCAAGILLSIYAYHVEREKERDPEHRALCDLGPWVKCSAALASRWGRGFGLLGSIFGKDGVLNQPNSVFGLIFYILQLLLGMTASAVAALILMTSSIMSVVGSLYLAYILYFVLKEFCIICIVTYVLNFLLLIINYKRLVYLNEAWKRQLQPKQD. The pKi is 4.3. (2) The small molecule is CSCC1CN(Cc2c[nH]c3c(=O)[nH]cnc23)CC1O. The target protein (Q9HZK1) has sequence MSVYAIIGGTGLTQLEGLTLSESLPIETPYGAPSAPLQRGRYAGREVLFLARHGHPHRFPPHQVNYRANLWALKQAGAEAVIAVNAVGGIHAAMGTGHLCVPHQLIDYTSGREHTYFAGDIEHVTHIDFSHPYDEPLRQRLIEALRALGLAHSSHGVYACTQGPRLETVAEIARLERDGNDIVGMTGMPEAALARELDLPYACLALVVNPAAGKSAGIITMAEIEQALHDGIGKVREVLARVLAG. The pKi is 9.1.